Dataset: Catalyst prediction with 721,799 reactions and 888 catalyst types from USPTO. Task: Predict which catalyst facilitates the given reaction. (1) Reactant: [Cl:1][C:2]1[CH:7]=[CH:6][C:5]([CH2:8][N:9]2[C:17](=[O:18])[C:16]3[C:11](=[CH:12][CH:13]=[CH:14][CH:15]=3)[C:10]2=[O:19])=[CH:4][C:3]=1[O:20]C.B(Br)(Br)Br.CCOC(C)=O. Product: [Cl:1][C:2]1[CH:7]=[CH:6][C:5]([CH2:8][N:9]2[C:17](=[O:18])[C:16]3[C:11](=[CH:12][CH:13]=[CH:14][CH:15]=3)[C:10]2=[O:19])=[CH:4][C:3]=1[OH:20]. The catalyst class is: 2. (2) Reactant: [CH2:1]([O:3][C:4]1[N:8]([CH2:9][C:10]2[CH:15]=[CH:14][C:13]([C:16]3[CH:21]=[CH:20][CH:19]=[CH:18][C:17]=3[C:22]3[N:26](C(C4C=CC=CC=4)(C4C=CC=CC=4)C4C=CC=CC=4)[N:25]=[N:24][N:23]=3)=[CH:12][CH:11]=2)[C:7]2[C:46]([C:50]([O:52][CH:53]([O:55][C:56]([O:58][CH2:59][CH2:60][CH2:61][C@@H:62]([O:69][N+:70]([O-:72])=[O:71])[C@H:63]([O:65][N+:66]([O-:68])=[O:67])[CH3:64])=[O:57])[CH3:54])=[O:51])=[CH:47][CH:48]=[CH:49][C:6]=2[N:5]=1)[CH3:2]. Product: [CH2:1]([O:3][C:4]1[N:8]([CH2:9][C:10]2[CH:11]=[CH:12][C:13]([C:16]3[CH:21]=[CH:20][CH:19]=[CH:18][C:17]=3[C:22]3[NH:23][N:24]=[N:25][N:26]=3)=[CH:14][CH:15]=2)[C:7]2[C:46]([C:50]([O:52][CH:53]([O:55][C:56]([O:58][CH2:59][CH2:60][CH2:61][C@@H:62]([O:69][N+:70]([O-:72])=[O:71])[C@H:63]([O:65][N+:66]([O-:68])=[O:67])[CH3:64])=[O:57])[CH3:54])=[O:51])=[CH:47][CH:48]=[CH:49][C:6]=2[N:5]=1)[CH3:2]. The catalyst class is: 5. (3) Reactant: [NH2:1][C:2]1[C:7]([C:8]2[CH:26]=[CH:25][C:11]([C:12]([NH:14][C@@H:15]([C:18]3[CH:23]=[CH:22][CH:21]=[C:20]([Cl:24])[CH:19]=3)[CH2:16][OH:17])=[O:13])=[C:10]([F:27])[CH:9]=2)=[CH:6][C:5](Br)=[CH:4][N:3]=1.[B:29]1([B:29]2[O:33][C:32]([CH3:35])([CH3:34])[C:31]([CH3:37])([CH3:36])[O:30]2)[O:33][C:32]([CH3:35])([CH3:34])[C:31]([CH3:37])([CH3:36])[O:30]1.C([O-])(=O)C.[K+]. Product: [NH2:1][C:2]1[C:7]([C:8]2[CH:26]=[CH:25][C:11]([C:12]([NH:14][C@@H:15]([C:18]3[CH:23]=[CH:22][CH:21]=[C:20]([Cl:24])[CH:19]=3)[CH2:16][OH:17])=[O:13])=[C:10]([F:27])[CH:9]=2)=[CH:6][C:5]([B:29]2[O:33][C:32]([CH3:35])([CH3:34])[C:31]([CH3:37])([CH3:36])[O:30]2)=[CH:4][N:3]=1. The catalyst class is: 75. (4) Reactant: Cl[CH2:2][C:3]([N:5]1[C:13]2[C:8](=[CH:9][CH:10]=[C:11]([C:14]#[N:15])[CH:12]=2)[C:7]([CH3:17])([CH3:16])[CH2:6]1)=[O:4].[CH3:18][C@@H:19]1[CH2:24][NH:23][CH2:22][CH2:21][N:20]1[C:25]([O:27][C:28]([CH3:31])([CH3:30])[CH3:29])=[O:26].C(N(CC)CC)C. Product: [C:28]([O:27][C:25]([N:20]1[CH2:21][CH2:22][N:23]([CH2:2][C:3]([N:5]2[C:13]3[C:8](=[CH:9][CH:10]=[C:11]([C:14]#[N:15])[CH:12]=3)[C:7]([CH3:17])([CH3:16])[CH2:6]2)=[O:4])[CH2:24][C@H:19]1[CH3:18])=[O:26])([CH3:31])([CH3:29])[CH3:30]. The catalyst class is: 10. (5) Reactant: [F:1][C:2]1[CH:7]=[N:6][C:5]([NH2:8])=[C:4]2[NH:9][CH:10]=[CH:11][C:3]=12.[Al+3].[Cl-].[Cl-].[Cl-].[Cl-].C(C1NC=C[N+]=1C)C.Cl[C:26](=[O:31])[C:27]([O:29]C)=[O:28]. Product: [NH2:8][C:5]1[N:6]=[CH:7][C:2]([F:1])=[C:3]2[C:11]([C:26](=[O:31])[C:27]([OH:29])=[O:28])=[CH:10][NH:9][C:4]=12. The catalyst class is: 6. (6) Reactant: [CH3:1][O:2][C:3]([C:5]1[S:9][C:8]2[CH:10]=[C:11](C(O)=O)[CH:12]=[CH:13][C:7]=2[C:6]=1[O:17][CH2:18][C:19]([O:21][CH3:22])=[O:20])=[O:4].C([N:25]([CH2:28]C)CC)C.[C:30]([OH:34])([CH3:33])([CH3:32])[CH3:31].C1(P(N=[N+]=[N-])(C2C=CC=CC=2)=[O:42])C=CC=CC=1. Product: [CH3:1][O:2][C:3]([C:5]1[S:9][C:8]2[CH:10]=[C:11]([NH:25][C:28]([O:34][C:30]([CH3:33])([CH3:32])[CH3:31])=[O:42])[CH:12]=[CH:13][C:7]=2[C:6]=1[O:17][CH2:18][C:19]([O:21][CH3:22])=[O:20])=[O:4]. The catalyst class is: 133.